Task: Predict the product of the given reaction.. Dataset: Forward reaction prediction with 1.9M reactions from USPTO patents (1976-2016) (1) The product is: [F:25][C:17]1[CH:18]=[C:19]([O:23][CH3:24])[CH:20]=[C:21]([F:22])[C:16]=1[C:8]1[C:7]([CH2:6][O:5][C:27]2[CH:32]=[CH:31][C:30]([CH2:33][CH2:34][C:35]([OH:37])=[O:36])=[C:29]([CH3:40])[C:28]=2[CH3:41])=[C:11]([C:12]([F:15])([F:14])[F:13])[S:10][N:9]=1. Given the reactants CS([O:5][CH2:6][C:7]1[C:8]([C:16]2[C:21]([F:22])=[CH:20][C:19]([O:23][CH3:24])=[CH:18][C:17]=2[F:25])=[N:9][S:10][C:11]=1[C:12]([F:15])([F:14])[F:13])(=O)=O.O[C:27]1[CH:32]=[CH:31][C:30]([CH2:33][CH2:34][C:35]([O:37]CC)=[O:36])=[C:29]([CH3:40])[C:28]=1[CH3:41], predict the reaction product. (2) Given the reactants [Cl:1][C:2]1[CH:3]=[C:4]([C:10]2[N:11]=[C:12]([CH3:29])[C:13]3[CH:18]=[CH:17][N:16]([C:19]4[CH:28]=[CH:27][C:22]([C:23]([O:25]C)=[O:24])=[CH:21][CH:20]=4)[C:14]=3[N:15]=2)[CH:5]=[CH:6][C:7]=1[O:8][CH3:9].[OH-].[Na+].Cl, predict the reaction product. The product is: [Cl:1][C:2]1[CH:3]=[C:4]([C:10]2[N:11]=[C:12]([CH3:29])[C:13]3[CH:18]=[CH:17][N:16]([C:19]4[CH:28]=[CH:27][C:22]([C:23]([OH:25])=[O:24])=[CH:21][CH:20]=4)[C:14]=3[N:15]=2)[CH:5]=[CH:6][C:7]=1[O:8][CH3:9]. (3) Given the reactants [S:1]1[CH:5]=[CH:4][CH:3]=[C:2]1[Mg]Br.[C:8]1([Mg]Br)[CH:13]=[CH:12][CH:11]=[CH:10][CH:9]=1.C1C[O:19][CH2:18]C1, predict the reaction product. The product is: [S:1]1[CH:5]=[CH:4][CH:3]=[C:2]1[C@H:18]([C:8]1[CH:13]=[CH:12][CH:11]=[CH:10][CH:9]=1)[OH:19]. (4) Given the reactants [F:1][C:2]1[CH:11]=[CH:10][C:9]2[O:12][CH2:13][C:14](=[O:15])[N:7]3[C:8]=2[C:3]=1[CH:4]([CH2:16][N:17]1[CH2:22][CH2:21][CH:20]([NH:23]C(=O)OC(C)(C)C)[CH2:19][CH2:18]1)[CH2:5][CH2:6]3.FC(F)(F)C(O)=O.[CH2:38]([Cl:40])[Cl:39], predict the reaction product. The product is: [NH3:7].[CH3:9][OH:12].[CH2:38]([Cl:40])[Cl:39].[NH2:23][CH:20]1[CH2:21][CH2:22][N:17]([CH2:16][CH:4]2[C:3]3[C:8]4=[C:9]([O:12][CH2:13][C:14](=[O:15])[N:7]4[CH2:6][CH2:5]2)[CH:10]=[CH:11][C:2]=3[F:1])[CH2:18][CH2:19]1. (5) Given the reactants [NH2:1][C:2]1[CH:3]=[CH:4][C:5]([NH:24][C:25]([O:27][C:28]([CH3:31])([CH3:30])[CH3:29])=[O:26])=[C:6]([CH2:8][CH2:9][C:10]2[CH:11]=[C:12]([NH:16][C:17](=[O:23])[O:18][C:19]([CH3:22])([CH3:21])[CH3:20])[CH:13]=[N:14][CH:15]=2)[CH:7]=1.[Cl:32][C:33]1[N:38]=[C:37](Cl)[C:36]([CH3:40])=[CH:35][N:34]=1.C(=O)([O-])[O-].[K+].[K+], predict the reaction product. The product is: [C:28]([O:27][C:25]([NH:24][C:5]1[CH:4]=[CH:3][C:2]([NH:1][C:35]2[C:36]([CH3:40])=[CH:37][N:38]=[C:33]([Cl:32])[N:34]=2)=[CH:7][C:6]=1[CH2:8][CH2:9][C:10]1[CH:11]=[C:12]([NH:16][C:17](=[O:23])[O:18][C:19]([CH3:22])([CH3:21])[CH3:20])[CH:13]=[N:14][CH:15]=1)=[O:26])([CH3:31])([CH3:30])[CH3:29].